From a dataset of Forward reaction prediction with 1.9M reactions from USPTO patents (1976-2016). Predict the product of the given reaction. (1) Given the reactants NC1(C2C=CC(C3C(=O)C4C(=CC=C(F)C=4)OC=3C3C=CC=CC=3)=CC=2)CCC1.C(OC(=O)[NH:36][C:37]1([C:41]2[CH:46]=[CH:45][C:44]([C:47]3[C:56](=[O:57])[C:55]4[C:50](=[CH:51][C:52]([O:59][CH3:60])=[C:53]([CH3:58])[CH:54]=4)[O:49][C:48]=3[C:61]3[CH:66]=[CH:65][CH:64]=[CH:63][CH:62]=3)=[CH:43][CH:42]=2)[CH2:40][CH2:39][CH2:38]1)(C)(C)C, predict the reaction product. The product is: [NH2:36][C:37]1([C:41]2[CH:42]=[CH:43][C:44]([C:47]3[C:56](=[O:57])[C:55]4[C:50](=[CH:51][C:52]([O:59][CH3:60])=[C:53]([CH3:58])[CH:54]=4)[O:49][C:48]=3[C:61]3[CH:62]=[CH:63][CH:64]=[CH:65][CH:66]=3)=[CH:45][CH:46]=2)[CH2:38][CH2:39][CH2:40]1. (2) The product is: [Br:1][C:2]1[CH:11]=[C:10]([CH3:12])[CH:9]=[CH:8][C:3]=1[C:4]1([OH:6])[CH2:18][CH2:17][CH2:16][CH2:15]1. Given the reactants [Br:1][C:2]1[CH:11]=[C:10]([CH3:12])[CH:9]=[CH:8][C:3]=1[C:4]([O:6]C)=O.[Mg]([CH2:15][CH2:16][CH2:17][CH2:18][Mg]Br)Br, predict the reaction product. (3) Given the reactants [OH-].[Na+].[Cl:3][C:4]1[C:9]([C:10]2[N:14]=[C:13]([C:15]3[CH:16]=[N:17][C:18]([O:22][CH:23]([CH3:25])[CH3:24])=[C:19]([Cl:21])[CH:20]=3)[O:12][N:11]=2)=[CH:8][CH:7]=[CH:6][C:5]=1[CH2:26][CH2:27][C:28]([O:30]CC)=[O:29].Cl, predict the reaction product. The product is: [Cl:3][C:4]1[C:9]([C:10]2[N:14]=[C:13]([C:15]3[CH:16]=[N:17][C:18]([O:22][CH:23]([CH3:24])[CH3:25])=[C:19]([Cl:21])[CH:20]=3)[O:12][N:11]=2)=[CH:8][CH:7]=[CH:6][C:5]=1[CH2:26][CH2:27][C:28]([OH:30])=[O:29]. (4) The product is: [Cl:25][C:6]1[CH:5]=[CH:4][C:3]([CH2:2][NH:1][C:58]([C@H:54]2[CH2:55][CH2:56][CH2:57][O:53]2)=[O:59])=[CH:8][C:7]=1[C:9]1[NH:13][C:12](=[O:14])[N:11]([C:15]2[CH:16]=[CH:17][C:18]([C:21]([F:24])([F:23])[F:22])=[CH:19][CH:20]=2)[N:10]=1. Given the reactants [NH2:1][CH2:2][C:3]1[CH:4]=[CH:5][C:6]([Cl:25])=[C:7]([C:9]2[NH:13][C:12](=[O:14])[N:11]([C:15]3[CH:20]=[CH:19][C:18]([C:21]([F:24])([F:23])[F:22])=[CH:17][CH:16]=3)[N:10]=2)[CH:8]=1.CN(C=O)C.CN(C(ON1N=NC2C=CC=CC1=2)=[N+](C)C)C.[B-](F)(F)(F)F.[O:53]1[CH2:57][CH2:56][CH2:55][C@@H:54]1[C:58](O)=[O:59], predict the reaction product. (5) Given the reactants [Br:1][C:2]1[N:6]([CH:7]2[CH2:12][CH2:11][N:10]([C:13]([O:15][C:16]([CH3:19])([CH3:18])[CH3:17])=[O:14])[CH2:9][CH2:8]2)[CH:5]=[N:4][C:3]=1[C:20]1[CH:25]=[CH:24][C:23]([F:26])=[CH:22][CH:21]=1.[CH:27]1(C2N(C3CCN(C(OC(C)(C)C)=O)CC3)C=C(C3C=CC(F)=CC=3)N=2)[CH2:29][CH2:28]1.BrN1C(=O)CCC1=O, predict the reaction product. The product is: [Br:1][C:2]1[N:6]([CH:7]2[CH2:8][CH2:9][N:10]([C:13]([O:15][C:16]([CH3:19])([CH3:18])[CH3:17])=[O:14])[CH2:11][CH2:12]2)[C:5]([CH:27]2[CH2:29][CH2:28]2)=[N:4][C:3]=1[C:20]1[CH:21]=[CH:22][C:23]([F:26])=[CH:24][CH:25]=1. (6) Given the reactants [C:1]([O:5][C:6]([N:8]1[CH2:13][CH2:12][C:11](=[O:14])[CH2:10][CH2:9]1)=[O:7])([CH3:4])([CH3:3])[CH3:2].[Li+].CC([N-]C(C)C)C.C1(N[S:30]([C:33]([F:36])([F:35])[F:34])(=[O:32])=[O:31])C=CC=CC=1, predict the reaction product. The product is: [C:1]([O:5][C:6]([N:8]1[CH2:9][CH:10]=[C:11]([O:14][S:30]([C:33]([F:36])([F:35])[F:34])(=[O:32])=[O:31])[CH2:12][CH2:13]1)=[O:7])([CH3:4])([CH3:2])[CH3:3]. (7) Given the reactants [CH2:1]([O:3][C:4](=[O:20])[C:5]1[CH:10]=[CH:9][CH:8]=[CH:7][C:6]=1B1OC(C)(C)C(C)(C)O1)[CH3:2].[Cl:21][C:22]1[CH:39]=[CH:38][C:37](I)=[CH:36][C:23]=1[C:24]([NH:26][CH2:27][C:28]1([OH:35])[CH2:34][CH2:33][CH2:32][CH2:31][CH2:30][CH2:29]1)=[O:25].C(=O)([O-])[O-].[K+].[K+], predict the reaction product. The product is: [Cl:21][C:22]1[CH:39]=[CH:38][C:37]([C:6]2[C:5]([C:4]([O:3][CH2:1][CH3:2])=[O:20])=[CH:10][CH:9]=[CH:8][CH:7]=2)=[CH:36][C:23]=1[C:24]([NH:26][CH2:27][C:28]1([OH:35])[CH2:29][CH2:30][CH2:31][CH2:32][CH2:33][CH2:34]1)=[O:25].